Task: Predict the reaction yield, written as a fraction of the theoretical maximum amount of product (1.0 means a 100% yield; for example, 0.34 means a 34% yield).. Dataset: Reaction yield outcomes from USPTO patents with 853,638 reactions (1) The reactants are [Cl:1][C:2]1[C:6]([N:7]([CH2:15][CH2:16][OH:17])[C:8](=[O:14])[CH:9]([CH3:13])[CH2:10][S:11][CH3:12])=[CH:5][N:4]([C:18]2[CH:19]=[N:20][CH:21]=[CH:22][CH:23]=2)[N:3]=1.C(N(CC)CC)C.[C:31](Cl)(=[O:33])[CH3:32].O. The catalyst is ClCCl.CN(C)C1C=CN=CC=1. The product is [C:31]([O:17][CH2:16][CH2:15][N:7]([C:6]1[C:2]([Cl:1])=[N:3][N:4]([C:18]2[CH:19]=[N:20][CH:21]=[CH:22][CH:23]=2)[CH:5]=1)[C:8](=[O:14])[CH:9]([CH3:13])[CH2:10][S:11][CH3:12])(=[O:33])[CH3:32]. The yield is 0.268. (2) The reactants are [C:1]1([CH3:27])[CH:6]=[CH:5][C:4]([S:7]([N:10]2[C:14]3=[N:15][CH:16]=[CH:17][C:18]([C:19]4[CH:20]=[C:21]([CH2:25]O)[CH:22]=[CH:23][CH:24]=4)=[C:13]3[CH:12]=[CH:11]2)(=[O:9])=[O:8])=[CH:3][CH:2]=1.S(Cl)([Cl:30])=O. The catalyst is ClCCl. The product is [Cl:30][CH2:25][C:21]1[CH:20]=[C:19]([C:18]2[CH:17]=[CH:16][N:15]=[C:14]3[N:10]([S:7]([C:4]4[CH:5]=[CH:6][C:1]([CH3:27])=[CH:2][CH:3]=4)(=[O:9])=[O:8])[CH:11]=[CH:12][C:13]=23)[CH:24]=[CH:23][CH:22]=1. The yield is 0.990.